Dataset: Experimentally validated miRNA-target interactions with 360,000+ pairs, plus equal number of negative samples. Task: Binary Classification. Given a miRNA mature sequence and a target amino acid sequence, predict their likelihood of interaction. (1) The miRNA is hsa-miR-508-3p with sequence UGAUUGUAGCCUUUUGGAGUAGA. The protein sequence of the target gene is MAAVSGLVRRPLREVSGLLKRRFHWTAPAALQVTVRDAINQGMDEELERDEKVFLLGEEVAQYDGAYKVSRGLWKKYGDKRIIDTPISEMGFAGIAVGAAMAGLRPICEFMTFNFSMQAIDQVINSAAKTYYMSGGLQPVPIVFRGPNGASAGVAAQHSQCFAAWYGHCPGLKVVSPWNSEDAKGLIKSAIRDNNPVVVLENELMYGVPFEFPPEAQSKDFLIPIGKAKIERQGTHITVVSHSRPVGHCLEAAAVLSKEGVECEVINMRTIRPMDMETIEASVMKTNHLVTVEGGWPQFG.... Result: 0 (no interaction). (2) The miRNA is hsa-miR-4761-3p with sequence GAGGGCAUGCGCACUUUGUCC. The protein sequence of the target gene is MSDIEEVVEEYEEEEQEEAAVEEEEDWREDEDEQEEAAEEDAEAEAETEETRAEEDEEEEEAKEAEDGPMEESKPKPRSFMPNLVPPKIPDGERVDFDDIHRKRMEKDLNELQALIEAHFENRKKEEEELVSLKDRIERRRAERAEQQRIRNEREKERQNRLAEERARREEEENRRKAEDEARKKKALSNMMHFGGYIQKQAQTERKSGKRQTEREKKKKILAERRKVLAIDHLNEDQLREKAKELWQSIYNLEAEKFDLQEKFKQQKYEINVLRNRINDNQKVSKTRGKAKVTGRWK. Result: 0 (no interaction). (3) The miRNA is hsa-miR-525-5p with sequence CUCCAGAGGGAUGCACUUUCU. The protein sequence of the target gene is MKLATGLWVWGSLLMAAGTVQPSASQSVCAGTENKLSSLSDLEQQYRALRKYYENCEVVMGNLEITSIEHNRDLSFLRSIREVTGYVLVALNQFRYLPLENLRIIRGTKLYEDRYALAIFLNYRKDGNFGLQELGLKNLTEILNGGVYVDQNKFLCYADTIHWQDIVRNPWPSNMTLVSTNGSSGCGRCHKSCTGRCWGPTENHCQTLTRTVCAEQCDGRCYGPYVSDCCHRECAGGCSGPKDTDCFACMNFNDSGACVTQCPQTFVYNPTTFQLEHNFNAKYTYGAFCVKKCPHNFVVD.... Result: 0 (no interaction). (4) The miRNA is hsa-miR-301a-3p with sequence CAGUGCAAUAGUAUUGUCAAAGC. The protein sequence of the target gene is MWLCPLALNLILMAASGAVCEVKDVCVGSPGIPGTPGSHGLPGRDGRDGLKGDPGPPGPMGPPGEMPCPPGNDGLPGAPGIPGECGEKGEPGERGPPGLPAHLDEELQATLHDFRHQILQTRGALSLQGSIMTVGEKVFSSNGQSITFDAIQEACARAGGRIAVPRNPEENEAIASFVKKYNTYAYVGLTEGPSPGDFRYSDGTPVNYTNWYRGEPAGRGKEQCVEMYTDGQWNDRNCLYSRLTICEF. Result: 1 (interaction). (5) The miRNA is hsa-miR-548w with sequence AAAAGUAACUGCGGUUUUUGCCU. The protein sequence of the target gene is MLWFQGAIPAAIASAKRSGAVFVVFVAGDDEQSIQMAASWEDEKVTQASSNNFVAIKIDTKSEACLQFSQIYPVVCVPSSFFIGDSGIPLEVIAGSVSADELVTRIHKVQQMHSSKGEASVTNDNQSESSVSTPSASFEPDVCENPESKNTELCETPATSDIKSDTATGGECTGHDSHSQEPHGCSNQRPAEDLTVRVERLTKKLEERREEKRKEEAQREIKKEIERRKTGKEMLDYKRKQEEELTKRMLEERSREKAEDRAARERIKQQIALDRAERAARFAKTKEAEAAKAAALLTKQ.... Result: 0 (no interaction). (6) The miRNA is mmu-miR-19a-3p with sequence UGUGCAAAUCUAUGCAAAACUGA. The protein sequence of the target gene is MRLTPRALCSAAQAAWRENFPLCGRDVARWFPGHMAKGLKKMQSSLKLVDCIIEVHDARIPLSGRNPLFQETLGLKPHLLVLNKMDLADLTEQQKIMQHLEGEGLKNVIFTNCVKDENVKQIIPMVTELIGRSHRYHRKENLEYCIMVIGVPNVGKSSLINSLRRQHLRKGKATRVGGEPGITRAVMSKIQVSERPLMFLLDTPGVLAPRIESVETGLKLALCGTVLDHLVGEETMADYLLYTLNKHQRFGYVQHYGLGSACDNVERVLKSVAVKLGKTQKVKVLTGTGNVNIIQPNYPA.... Result: 0 (no interaction). (7) The protein sequence of the target gene is MASELEPEVQAIDRSLLECSAEEIAGKWLQATDLTREVYQHLAHYVPKIYCRGPNPFPQKEDMLAQHVLLGPMEWYLCGEDPAFGFPKLEQANKPSHLCGRVFKVGEPTYSCRDCAVDPTCVLCMECFLGSIHRDHRYRMTTSGGGGFCDCGDTEAWKEGPYCQKHELNTSEIEEEEDPLVHLSEDVIARTYNIFAITFRYAVEILTWEKESELPADLEMVEKSDTYYCMLFNDEVHTYEQVIYTLQKAVNCTQKEAIGFATTVDRDGRRSVRYGDFQYCEQAKSVIVRNTSRQTKPLKV.... The miRNA is hsa-miR-5580-3p with sequence CACAUAUGAAGUGAGCCAGCAC. Result: 1 (interaction).